This data is from Peptide-MHC class II binding affinity with 134,281 pairs from IEDB. The task is: Regression. Given a peptide amino acid sequence and an MHC pseudo amino acid sequence, predict their binding affinity value. This is MHC class II binding data. (1) The peptide sequence is NRNNTFKPFAEYKSD. The MHC is DRB1_1302 with pseudo-sequence DRB1_1302. The binding affinity (normalized) is 0.252. (2) The peptide sequence is KQQGIRYANPIAFFR. The MHC is HLA-DQA10501-DQB10301 with pseudo-sequence HLA-DQA10501-DQB10301. The binding affinity (normalized) is 0.597.